Dataset: Reaction yield outcomes from USPTO patents with 853,638 reactions. Task: Predict the reaction yield, written as a fraction of the theoretical maximum amount of product (1.0 means a 100% yield; for example, 0.34 means a 34% yield). (1) The reactants are [CH2:1]([C:3]1[CH:28]=[CH:27][C:6]2[N:7]3[C:24]([C:25]#[N:26])=[CH:23][CH:22]=[C:8]3[C:9]3([CH2:15][CH2:14][N:13]([C:16](=[O:21])[C:17]([F:20])([F:19])[F:18])[CH2:12][CH2:11]3)[O:10][C:5]=2[CH:4]=1)C.[Br:29]N1C(=O)CCC1=O.C(C(N=NC(C)(C)C#N)(C)C)#N. The catalyst is C(Cl)(Cl)(Cl)Cl. The product is [Br:29][CH2:1][C:3]1[CH:28]=[CH:27][C:6]2[N:7]3[C:24]([C:25]#[N:26])=[CH:23][CH:22]=[C:8]3[C:9]3([CH2:15][CH2:14][N:13]([C:16](=[O:21])[C:17]([F:19])([F:20])[F:18])[CH2:12][CH2:11]3)[O:10][C:5]=2[CH:4]=1. The yield is 0.180. (2) The reactants are [F:1][C:2]1[CH:3]=[C:4]2[N:9]([C:10]=1[CH2:11][NH2:12])[CH:8]=[CH:7][CH:6]=[CH:5]2.O[CH:14]1[O:18][C:17](=O)[CH2:16][CH:15]1[CH2:20][CH2:21][CH3:22]. The catalyst is ClCCCl.ClCCl. The product is [F:1][C:2]1[CH:3]=[C:4]2[N:9]([C:10]=1[CH2:11][N:12]1[CH2:14][CH:15]([CH2:20][CH2:21][CH3:22])[CH2:16][C:17]1=[O:18])[CH:8]=[CH:7][CH:6]=[CH:5]2. The yield is 0.200. (3) The reactants are C(N(CC)CC)C.[CH:8]([C:10]1[NH:11][C:12]2[C:17]([CH:18]=1)=[CH:16][CH:15]=[CH:14][CH:13]=2)=[CH2:9].[CH3:19][C:20]([O:23][C:24](O[C:24]([O:23][C:20]([CH3:22])([CH3:21])[CH3:19])=[O:25])=[O:25])([CH3:22])[CH3:21]. The catalyst is CN(C)C1C=CN=CC=1.C(Cl)Cl. The product is [CH:8]([C:10]1[N:11]([C:24]([O:23][C:20]([CH3:22])([CH3:21])[CH3:19])=[O:25])[C:12]2[C:17]([CH:18]=1)=[CH:16][CH:15]=[CH:14][CH:13]=2)=[CH2:9]. The yield is 0.760. (4) The reactants are [OH:1][C:2]1[CH:9]=[CH:8][CH:7]=[CH:6][C:3]=1[CH2:4]O.[P:10]([O:17]CC)([O:14][CH2:15][CH3:16])[O:11][CH2:12][CH3:13]. The catalyst is CC1C=CC=CC=1C. The product is [OH:1][C:2]1[CH:9]=[CH:8][CH:7]=[CH:6][C:3]=1[CH2:4][P:10](=[O:17])([O:14][CH2:15][CH3:16])[O:11][CH2:12][CH3:13]. The yield is 0.900. (5) The reactants are [Cl:1][C:2]1[CH:27]=[C:26]([C:28]([NH:30][CH2:31][C:32]2[CH:37]=[CH:36][CH:35]=[C:34]([OH:38])[CH:33]=2)=[O:29])[CH:25]=[C:24]([CH3:39])[C:3]=1[C:4]([NH:6][C@H:7]([C:20]([O:22]C)=[O:21])[CH2:8][NH:9][C:10](=[O:19])[C:11]1[CH:16]=[C:15]([OH:17])[CH:14]=[C:13]([OH:18])[CH:12]=1)=[O:5].O.[OH-].[Li+]. The catalyst is O1CCCC1.CO.O. The product is [Cl:1][C:2]1[CH:27]=[C:26]([C:28]([NH:30][CH2:31][C:32]2[CH:37]=[CH:36][CH:35]=[C:34]([OH:38])[CH:33]=2)=[O:29])[CH:25]=[C:24]([CH3:39])[C:3]=1[C:4]([NH:6][C@H:7]([C:20]([OH:22])=[O:21])[CH2:8][NH:9][C:10](=[O:19])[C:11]1[CH:12]=[C:13]([OH:18])[CH:14]=[C:15]([OH:17])[CH:16]=1)=[O:5]. The yield is 0.140. (6) The reactants are Cl.[NH:2]([C:4]1[CH:9]=[C:8]([C:10]#[N:11])[CH:7]=[CH:6][N:5]=1)[NH2:3].[F:12][C:13]1[CH:18]=[C:17]([F:19])[CH:16]=[CH:15][C:14]=1[C:20](=O)/[CH:21]=[CH:22]/N(C)C. The product is [F:12][C:13]1[CH:18]=[C:17]([F:19])[CH:16]=[CH:15][C:14]=1[C:20]1[N:2]([C:4]2[CH:9]=[C:8]([C:10]#[N:11])[CH:7]=[CH:6][N:5]=2)[N:3]=[CH:22][CH:21]=1. The yield is 0.830. No catalyst specified. (7) The reactants are Br[C:2]1[CH:3]=[N:4][CH:5]=[C:6]2[C:11]=1[N:10]=[C:9]([C:12]([NH:14][CH2:15][C:16]([F:19])([F:18])[F:17])=[O:13])[CH:8]=[CH:7]2.[F:20][C:21]1[CH:26]=[CH:25][C:24](B(O)O)=[CH:23][CH:22]=1.C(=O)([O-])[O-].[Cs+].[Cs+]. The catalyst is O1CCOCC1.O.C1(P([C-]2C=CC=C2)C2C=CC=CC=2)C=CC=CC=1.[C-]1(P(C2C=CC=CC=2)C2C=CC=CC=2)C=CC=C1.[Fe+2].[Pd](Cl)Cl. The product is [F:20][C:21]1[CH:26]=[CH:25][C:24]([C:2]2[CH:3]=[N:4][CH:5]=[C:6]3[C:11]=2[N:10]=[C:9]([C:12]([NH:14][CH2:15][C:16]([F:19])([F:18])[F:17])=[O:13])[CH:8]=[CH:7]3)=[CH:23][CH:22]=1. The yield is 0.750.